From a dataset of Cav3 T-type calcium channel HTS with 100,875 compounds. Binary Classification. Given a drug SMILES string, predict its activity (active/inactive) in a high-throughput screening assay against a specified biological target. (1) The drug is S(c1n(c(nn1)Cc1ccccc1)CC)CC(OC(C)C)=O. The result is 0 (inactive). (2) The drug is O1C(OCC)C(C(C=C1C(=O)N1CCN(CC1)Cc1ccccc1)c1ccccc1)CCCO. The result is 0 (inactive). (3) The molecule is S\C(N1CCCCCC1)=C1/C=CC(=O)C=C1. The result is 0 (inactive). (4) The molecule is S(=O)(=O)(N1CCC(CC1)C(=O)N1CCN(C2CCCCC2)CC1)c1c2ncccc2ccc1. The result is 0 (inactive). (5) The compound is S(=O)(=O)(N(CC(=O)NCCOC)c1ccc(cc1)C)c1ccc(SC)cc1. The result is 0 (inactive).